From a dataset of Full USPTO retrosynthesis dataset with 1.9M reactions from patents (1976-2016). Predict the reactants needed to synthesize the given product. (1) Given the product [C:13]([O:18][CH3:19])(=[O:17])[C:14]([CH3:16])=[CH2:15].[C:20]([O:24][CH2:25][CH2:26][CH2:27][CH3:28])(=[O:23])[CH:21]=[CH2:22].[C:29]([O:33][CH2:34][CH2:35][C:36]([OH:38])=[O:37])(=[O:32])[CH:30]=[CH2:31], predict the reactants needed to synthesize it. The reactants are: S(OOS([O-])(=O)=O)([O-])(=O)=O.[NH4+].[NH4+].[C:13]([O:18][CH3:19])(=[O:17])[C:14]([CH3:16])=[CH2:15].[C:20]([O:24][CH2:25][CH2:26][CH2:27][CH3:28])(=[O:23])[CH:21]=[CH2:22].[C:29]([O:33][CH2:34][CH2:35][C:36]([OH:38])=[O:37])(=[O:32])[CH:30]=[CH2:31].CCCCCCCCCCCCS. (2) Given the product [N+:1]([C:8]1[CH:7]=[CH:6][C:5]([N:11]2[CH2:16][CH2:15][O:14][CH2:13][C:12]2=[O:17])=[CH:10][CH:9]=1)([O-:4])=[O:2], predict the reactants needed to synthesize it. The reactants are: [N+:1]([O-:4])(O)=[O:2].[C:5]1([N:11]2[CH2:16][CH2:15][O:14][CH2:13][C:12]2=[O:17])[CH:10]=[CH:9][CH:8]=[CH:7][CH:6]=1. (3) Given the product [CH2:33]([C:17]1[CH:16]=[C:15]([CH2:14][NH:13][CH:10]2[CH2:11][CH2:12][NH:8][CH2:9]2)[CH:20]=[CH:19][C:18]=1[N:21]([CH3:32])[C:22]1[CH:23]=[C:24]2[N:30]([CH3:31])[CH:29]=[N:28][C:25]2=[CH:26][N:27]=1)[CH3:34], predict the reactants needed to synthesize it. The reactants are: C(OC([N:8]1[CH2:12][CH2:11][CH:10]([NH:13][CH2:14][C:15]2[CH:20]=[CH:19][C:18]([N:21]([CH3:32])[C:22]3[N:27]=[CH:26][C:25]4[N:28]=[CH:29][N:30]([CH3:31])[C:24]=4[CH:23]=3)=[C:17]([CH2:33][CH3:34])[CH:16]=2)[CH2:9]1)=O)(C)(C)C.C(O)(C(F)(F)F)=O. (4) Given the product [Br:23][C:22]1[C:14]([CH2:13][N:10]2[C:11]([CH3:12])=[C:7]([NH:6][S:2]([CH3:1])(=[O:4])=[O:3])[C:8]([C:24]([NH2:26])=[O:25])=[N:9]2)=[CH:15][C:16]2[O:20][CH2:19][O:18][C:17]=2[CH:21]=1, predict the reactants needed to synthesize it. The reactants are: [CH3:1][S:2](Cl)(=[O:4])=[O:3].[NH2:6][C:7]1[C:8]([C:24]([NH2:26])=[O:25])=[N:9][N:10]([CH2:13][C:14]2[C:22]([Br:23])=[CH:21][C:17]3[O:18][CH2:19][O:20][C:16]=3[CH:15]=2)[C:11]=1[CH3:12].CCN(CC)CC.O. (5) Given the product [Br:1][C:2]1[CH:7]=[C:6]([CH:8]([CH3:9])[CH3:10])[CH:5]=[CH:4][C:3]=1[O:11][CH2:13][CH:14]1[CH2:16][CH2:15]1, predict the reactants needed to synthesize it. The reactants are: [Br:1][C:2]1[CH:7]=[C:6]([CH:8]([CH3:10])[CH3:9])[CH:5]=[CH:4][C:3]=1[OH:11].Br[CH2:13][CH:14]1[CH2:16][CH2:15]1. (6) Given the product [Cl:1][C:2]1[CH:3]=[CH:4][C:5]([CH2:8][NH2:9])=[N:6][CH:7]=1, predict the reactants needed to synthesize it. The reactants are: [Cl:1][C:2]1[CH:3]=[CH:4][C:5]([C:8]#[N:9])=[N:6][CH:7]=1.Cl. (7) Given the product [NH2:12][C:3]1[C:2]([CH3:1])=[CH:11][CH:10]=[CH:9][C:4]=1[C:5]([O:7][CH3:8])=[O:6], predict the reactants needed to synthesize it. The reactants are: [CH3:1][C:2]1[C:3]([N+:12]([O-])=O)=[C:4]([CH:9]=[CH:10][CH:11]=1)[C:5]([O:7][CH3:8])=[O:6]. (8) Given the product [F:46][C:43]([F:44])([F:45])[C:35]1[CH:34]=[C:33]([CH:38]=[C:37]([C:39]([F:40])([F:41])[F:42])[CH:36]=1)[CH2:32][NH:31][C:30]([C:23]1([CH2:26][CH:27]2[CH2:28][CH2:29]2)[CH2:22][CH2:21][N:20]([CH2:19][C:13]2[CH:12]=[C:11]3[C:16]([CH:17]=[CH:18][NH:9][C:10]3=[O:48])=[CH:15][CH:14]=2)[CH2:25][CH2:24]1)=[O:47], predict the reactants needed to synthesize it. The reactants are: C(OC[N:9]1[CH:18]=[CH:17][C:16]2[C:11](=[CH:12][C:13]([CH2:19][N:20]3[CH2:25][CH2:24][C:23]([C:30](=[O:47])[NH:31][CH2:32][C:33]4[CH:38]=[C:37]([C:39]([F:42])([F:41])[F:40])[CH:36]=[C:35]([C:43]([F:46])([F:45])[F:44])[CH:34]=4)([CH2:26][CH:27]4[CH2:29][CH2:28]4)[CH2:22][CH2:21]3)=[CH:14][CH:15]=2)[C:10]1=[O:48])(=O)C(C)(C)C.